From a dataset of Full USPTO retrosynthesis dataset with 1.9M reactions from patents (1976-2016). Predict the reactants needed to synthesize the given product. (1) The reactants are: [H-].[Na+].[CH2:3]([OH:10])[C:4]1[CH:9]=[CH:8][CH:7]=[CH:6][CH:5]=1.[Cl:11][C:12]1[CH:17]=[C:16]([N+]([O-])=O)[CH:15]=[CH:14][N:13]=1. Given the product [CH2:3]([O:10][C:16]1[CH:15]=[CH:14][N:13]=[C:12]([Cl:11])[CH:17]=1)[C:4]1[CH:9]=[CH:8][CH:7]=[CH:6][CH:5]=1, predict the reactants needed to synthesize it. (2) Given the product [CH3:31][C:30]([CH3:32])=[CH:29][CH2:28][C:3]1([C:7]([O:9][CH2:10][CH3:11])=[O:8])[CH2:4][CH2:5][CH2:6][N:1]([C:12]([O:14][C:15]([CH3:17])([CH3:16])[CH3:18])=[O:13])[CH2:2]1, predict the reactants needed to synthesize it. The reactants are: [N:1]1([C:12]([O:14][C:15]([CH3:18])([CH3:17])[CH3:16])=[O:13])[CH2:6][CH2:5][CH2:4][CH:3]([C:7]([O:9][CH2:10][CH3:11])=[O:8])[CH2:2]1.[Li+].CC([N-]C(C)C)C.Br[CH2:28][CH:29]=[C:30]([CH3:32])[CH3:31].